Dataset: Catalyst prediction with 721,799 reactions and 888 catalyst types from USPTO. Task: Predict which catalyst facilitates the given reaction. (1) Reactant: [F:1][C:2]1[CH:3]=[C:4]([C@H:9]2[NH:14][C:13](=[O:15])[CH2:12][CH2:11][CH2:10]2)[CH:5]=[C:6]([F:8])[CH:7]=1.[C:16](O[C:16]([O:18][C:19]([CH3:22])([CH3:21])[CH3:20])=[O:17])([O:18][C:19]([CH3:22])([CH3:21])[CH3:20])=[O:17]. Product: [F:1][C:2]1[CH:3]=[C:4]([C@@H:9]2[CH2:10][CH2:11][CH2:12][C:13](=[O:15])[N:14]2[C:16]([O:18][C:19]([CH3:22])([CH3:21])[CH3:20])=[O:17])[CH:5]=[C:6]([F:8])[CH:7]=1. The catalyst class is: 143. (2) Reactant: [H-].[Na+].[CH3:3][C:4]1([CH3:11])[O:8][C@@H:7]([CH2:9][OH:10])[CH2:6][O:5]1.[CH2:12](Br)[C:13]1[CH:18]=[CH:17][CH:16]=[CH:15][CH:14]=1. Product: [CH2:12]([O:10][CH2:9][C@H:7]1[CH2:6][O:5][C:4]([CH3:11])([CH3:3])[O:8]1)[C:13]1[CH:18]=[CH:17][CH:16]=[CH:15][CH:14]=1. The catalyst class is: 118.